This data is from Forward reaction prediction with 1.9M reactions from USPTO patents (1976-2016). The task is: Predict the product of the given reaction. Given the reactants [C:1]([O:5][C:6]([C:8]1[C:20]2[C:11](=[C:12]3[C:17](=[CH:18][CH:19]=2)[CH:16]=[N:15][C:14](Cl)=[CH:13]3)[NH:10][C:9]=1[CH2:22][O:23][CH3:24])=[O:7])([CH3:4])([CH3:3])[CH3:2].[C:25]1(/[CH:31]=[CH:32]/B(O)O)[CH:30]=[CH:29][CH:28]=[CH:27][CH:26]=1.C([O-])([O-])=O.[K+].[K+], predict the reaction product. The product is: [C:1]([O:5][C:6]([C:8]1[C:20]2[C:11](=[C:12]3[C:17](=[CH:18][CH:19]=2)[CH:16]=[N:15][C:14](/[CH:32]=[CH:31]/[C:25]2[CH:30]=[CH:29][CH:28]=[CH:27][CH:26]=2)=[CH:13]3)[NH:10][C:9]=1[CH2:22][O:23][CH3:24])=[O:7])([CH3:4])([CH3:3])[CH3:2].